Predict the product of the given reaction. From a dataset of Forward reaction prediction with 1.9M reactions from USPTO patents (1976-2016). (1) Given the reactants [C:1]([O:5][C:6]([NH:8][C@H:9]([CH2:12][O:13][CH2:14][C:15]1[CH:20]=[CH:19][CH:18]=[C:17]([C:21]([NH:23][CH2:24][CH2:25][C:26]#[N:27])=O)[CH:16]=1)[C:10]#[N:11])=[O:7])([CH3:4])([CH3:3])[CH3:2].C1(P(C2C=CC=CC=2)C2C=CC=CC=2)C=CC=CC=1.N(C(OC(C)C)=O)=NC(OC(C)C)=O.C[Si]([N:65]=[N+:66]=[N-:67])(C)C, predict the reaction product. The product is: [C:1]([O:5][C:6]([NH:8][C@H:9]([CH2:12][O:13][CH2:14][C:15]1[CH:20]=[CH:19][CH:18]=[C:17]([C:21]2[N:23]([CH2:24][CH2:25][C:26]#[N:27])[N:67]=[N:66][N:65]=2)[CH:16]=1)[C:10]#[N:11])=[O:7])([CH3:4])([CH3:3])[CH3:2]. (2) The product is: [CH2:17]([NH:16][C:14]([C:10]1[S:9][C:8]([N:5]2[CH:6]=[CH:7][C:2]([NH:1][CH2:32][C:33]3[CH:38]=[CH:37][CH:36]=[CH:35][CH:34]=3)=[CH:3][C:4]2=[O:24])=[N:12][C:11]=1[CH3:13])=[O:15])[C:18]1[CH:23]=[CH:22][CH:21]=[CH:20][CH:19]=1. Given the reactants [NH2:1][C:2]1[CH:7]=[CH:6][N:5]([C:8]2[S:9][C:10]([C:14]([NH:16][CH2:17][C:18]3[CH:23]=[CH:22][CH:21]=[CH:20][CH:19]=3)=[O:15])=[C:11]([CH3:13])[N:12]=2)[C:4](=[O:24])[CH:3]=1.FC(F)(F)C(O)=O.[CH:32](=O)[C:33]1[CH:38]=[CH:37][CH:36]=[CH:35][CH:34]=1.C([SiH](CC)CC)C, predict the reaction product. (3) Given the reactants [OH:1][C:2]1[CH:3]=[CH:4][C:5]([O:19][CH2:20][CH2:21][CH3:22])=[C:6]([C:8]2[NH:13][C:12](=[O:14])[C:11]([CH2:15][CH3:16])=[C:10]([CH2:17][CH3:18])[N:9]=2)[CH:7]=1.[CH2:23]([N:25]=[C:26]=[O:27])[CH3:24], predict the reaction product. The product is: [CH2:23]([NH:25][C:26]([O:1][C:2]1[CH:3]=[CH:4][C:5]([O:19][CH2:20][CH2:21][CH3:22])=[C:6]([C:8]2[NH:13][C:12](=[O:14])[C:11]([CH2:15][CH3:16])=[C:10]([CH2:17][CH3:18])[N:9]=2)[CH:7]=1)=[O:27])[CH3:24]. (4) Given the reactants [CH3:1][Li].[C:3]([C:6]1[S:10]/[C:9](=[N:11]\[C:12](=[O:22])[C:13]2[CH:18]=[C:17]([Cl:19])[CH:16]=[CH:15][C:14]=2[O:20][CH3:21])/[N:8]([CH2:23][CH:24]2[CH2:29][CH2:28][CH2:27][CH2:26][O:25]2)[C:7]=1[CH3:30])(=[O:5])[CH3:4], predict the reaction product. The product is: [Cl:19][C:17]1[CH:16]=[CH:15][C:14]([O:20][CH3:21])=[C:13]([CH:18]=1)[C:12](/[N:11]=[C:9]1\[S:10][C:6]([C:3]([OH:5])([CH3:1])[CH3:4])=[C:7]([CH3:30])[N:8]\1[CH2:23][CH:24]1[CH2:29][CH2:28][CH2:27][CH2:26][O:25]1)=[O:22]. (5) Given the reactants [CH:1]1([CH2:7][NH:8][C:9](=[O:30])[CH2:10][CH:11]([C:13]2[CH:14]=[N:15][C:16]3[C:21]([CH:22]=2)=[CH:20][C:19]([C:23]2[CH:28]=[CH:27][CH:26]=[CH:25][C:24]=2[CH3:29])=[CH:18][CH:17]=3)[CH3:12])[CH2:6][CH2:5][CH2:4][CH2:3][CH2:2]1.C1C=C(Cl)C=C(C(OO)=O)C=1.[C:42]([NH2:46])([CH3:45])([CH3:44])[CH3:43].C1(C)C=CC(S(OS(C2C=CC(C)=CC=2)(=O)=O)(=O)=O)=CC=1, predict the reaction product. The product is: [C:42]([NH:46][C:14]1[C:13]([CH:11]([CH3:12])[CH2:10][C:9]([NH:8][CH2:7][CH:1]2[CH2:6][CH2:5][CH2:4][CH2:3][CH2:2]2)=[O:30])=[CH:22][C:21]2[C:16](=[CH:17][CH:18]=[C:19]([C:23]3[CH:28]=[CH:27][CH:26]=[CH:25][C:24]=3[CH3:29])[CH:20]=2)[N:15]=1)([CH3:45])([CH3:44])[CH3:43].